From a dataset of NCI-60 drug combinations with 297,098 pairs across 59 cell lines. Regression. Given two drug SMILES strings and cell line genomic features, predict the synergy score measuring deviation from expected non-interaction effect. (1) Drug 1: CN(CC1=CN=C2C(=N1)C(=NC(=N2)N)N)C3=CC=C(C=C3)C(=O)NC(CCC(=O)O)C(=O)O. Drug 2: CC1=C(C=C(C=C1)C(=O)NC2=CC(=CC(=C2)C(F)(F)F)N3C=C(N=C3)C)NC4=NC=CC(=N4)C5=CN=CC=C5. Cell line: 786-0. Synergy scores: CSS=2.97, Synergy_ZIP=-2.69, Synergy_Bliss=-17.9, Synergy_Loewe=-22.4, Synergy_HSA=-20.5. (2) Drug 1: CC12CCC(CC1=CCC3C2CCC4(C3CC=C4C5=CN=CC=C5)C)O. Drug 2: CC(C1=C(C=CC(=C1Cl)F)Cl)OC2=C(N=CC(=C2)C3=CN(N=C3)C4CCNCC4)N. Cell line: M14. Synergy scores: CSS=0.0655, Synergy_ZIP=1.47, Synergy_Bliss=1.94, Synergy_Loewe=-1.80, Synergy_HSA=-1.54. (3) Drug 1: C1CC(=O)NC(=O)C1N2CC3=C(C2=O)C=CC=C3N. Drug 2: CCN(CC)CCNC(=O)C1=C(NC(=C1C)C=C2C3=C(C=CC(=C3)F)NC2=O)C. Cell line: HL-60(TB). Synergy scores: CSS=6.58, Synergy_ZIP=-4.59, Synergy_Bliss=0.395, Synergy_Loewe=-1.71, Synergy_HSA=-1.38. (4) Drug 1: C1CCC(CC1)NC(=O)N(CCCl)N=O. Drug 2: CC1=C(C(CCC1)(C)C)C=CC(=CC=CC(=CC(=O)O)C)C. Cell line: CCRF-CEM. Synergy scores: CSS=18.4, Synergy_ZIP=-14.8, Synergy_Bliss=-10.7, Synergy_Loewe=-9.13, Synergy_HSA=-8.81.